Predict which catalyst facilitates the given reaction. From a dataset of Catalyst prediction with 721,799 reactions and 888 catalyst types from USPTO. (1) The catalyst class is: 74. Reactant: Cl.[CH2:2]([O:9][C:10]1[C:19]([O:20][CH3:21])=[CH:18][CH:17]=[C:16]2[C:11]=1[CH2:12][CH2:13][N:14]=[CH:15]2)[C:3]1[CH:8]=[CH:7][CH:6]=[CH:5][CH:4]=1. Product: [CH2:2]([O:9][C:10]1[C:19]([O:20][CH3:21])=[CH:18][CH:17]=[C:16]2[C:11]=1[CH2:12][CH2:13][N:14]=[CH:15]2)[C:3]1[CH:8]=[CH:7][CH:6]=[CH:5][CH:4]=1. (2) Reactant: [Cl:1][C:2]1[N:7]=[CH:6][C:5]([C:8]([O:10][CH2:11][CH3:12])=[O:9])=[C:4]([NH:13][CH3:14])[C:3]=1[N+:15]([O-])=O.CCCCCC. Product: [NH2:15][C:3]1[C:4]([NH:13][CH3:14])=[C:5]([C:8]([O:10][CH2:11][CH3:12])=[O:9])[CH:6]=[N:7][C:2]=1[Cl:1]. The catalyst class is: 171.